The task is: Regression. Given a peptide amino acid sequence and an MHC pseudo amino acid sequence, predict their binding affinity value. This is MHC class II binding data.. This data is from Peptide-MHC class II binding affinity with 134,281 pairs from IEDB. The peptide sequence is VGNWQYFFPVIFSKASDSLQLVFGIELMEVD. The MHC is DRB1_1501 with pseudo-sequence DRB1_1501. The binding affinity (normalized) is 0.738.